This data is from Forward reaction prediction with 1.9M reactions from USPTO patents (1976-2016). The task is: Predict the product of the given reaction. (1) Given the reactants [NH2:1][C:2](=[N:30][OH:31])[CH:3]1[CH2:8][CH2:7][N:6]([C:9]2[CH:18]=[CH:17][C:16]3[C:11](=[CH:12][CH:13]=[C:14]([Cl:29])[C:15]=3[NH:19][C:20](=[O:28])[CH2:21][CH:22]3[CH2:27][CH2:26][CH2:25][CH2:24][CH2:23]3)[N:10]=2)[CH2:5][CH2:4]1.N1C=CC=CC=1.C(C(CCCC)[CH2:41][O:42]C(Cl)=O)C, predict the reaction product. The product is: [Cl:29][C:14]1[C:15]([NH:19][C:20](=[O:28])[CH2:21][CH:22]2[CH2:27][CH2:26][CH2:25][CH2:24][CH2:23]2)=[C:16]2[C:11](=[CH:12][CH:13]=1)[N:10]=[C:9]([N:6]1[CH2:7][CH2:8][CH:3]([C:2]3[NH:1][C:41](=[O:42])[O:31][N:30]=3)[CH2:4][CH2:5]1)[CH:18]=[CH:17]2. (2) Given the reactants C1(O[C:8](=[O:27])[NH:9][C:10]2[CH:15]=[C:14]([O:16][C:17]3[CH:22]=[CH:21][C:20]([N+:23]([O-:25])=[O:24])=[CH:19][C:18]=3[F:26])[N:13]=[CH:12][N:11]=2)C=CC=CC=1.[NH2:28][CH:29]1[CH2:34][CH2:33][N:32]([CH3:35])[CH2:31][CH2:30]1, predict the reaction product. The product is: [F:26][C:18]1[CH:19]=[C:20]([N+:23]([O-:25])=[O:24])[CH:21]=[CH:22][C:17]=1[O:16][C:14]1[N:13]=[CH:12][N:11]=[C:10]([NH:9][C:8]([NH:28][CH:29]2[CH2:34][CH2:33][N:32]([CH3:35])[CH2:31][CH2:30]2)=[O:27])[CH:15]=1. (3) Given the reactants [CH3:1][C:2]1[N:3]([C:8]2[N:13]=[C:12]([CH2:14][C:15]([OH:17])=O)[CH:11]=[CH:10][CH:9]=2)[C:4]([CH3:7])=[CH:5][CH:6]=1.[NH:18]1[C:26]2[C:21](=[CH:22][C:23]([NH:27][C:28]([C:30]3[C:31]([C:36]4[CH:41]=[CH:40][C:39]([C:42]([F:45])([F:44])[F:43])=[CH:38][CH:37]=4)=[CH:32][CH:33]=[CH:34][CH:35]=3)=[O:29])=[CH:24][CH:25]=2)[CH2:20][CH2:19]1.C1CN([P+](ON2N=NC3C=CC=CC2=3)(N2CCCC2)N2CCCC2)CC1.F[P-](F)(F)(F)(F)F.C(N(C(C)C)CC)(C)C, predict the reaction product. The product is: [CH3:7][C:4]1[N:3]([C:8]2[N:13]=[C:12]([CH2:14][C:15]([N:18]3[C:26]4[C:21](=[CH:22][C:23]([NH:27][C:28]([C:30]5[C:31]([C:36]6[CH:37]=[CH:38][C:39]([C:42]([F:43])([F:44])[F:45])=[CH:40][CH:41]=6)=[CH:32][CH:33]=[CH:34][CH:35]=5)=[O:29])=[CH:24][CH:25]=4)[CH2:20][CH2:19]3)=[O:17])[CH:11]=[CH:10][CH:9]=2)[C:2]([CH3:1])=[CH:6][CH:5]=1. (4) The product is: [ClH:25].[N+:1]([C:4]1[CH:24]=[CH:23][C:7]2[CH2:8][CH2:9][NH:10][CH2:11][CH2:12][C:6]=2[CH:5]=1)([O-:3])=[O:2]. Given the reactants [N+:1]([C:4]1[CH:24]=[CH:23][C:7]2[CH2:8][CH2:9][N:10](C(OCC3C=CC=CC=3)=O)[CH2:11][CH2:12][C:6]=2[CH:5]=1)([O-:3])=[O:2].[ClH:25], predict the reaction product. (5) Given the reactants [NH2:1][C:2]1[C:11]([C:12]([C:14]2[C:19]([O:20]C)=[CH:18][CH:17]=[CH:16][C:15]=2[O:22][CH3:23])=O)=[CH:10][C:9]2[C:4](=[CH:5][CH:6]=[CH:7][CH:8]=2)[N:3]=1.O.NN.[OH-].[K+], predict the reaction product. The product is: [NH2:1][C:2]1[C:11]([CH2:12][C:14]2[C:15]([O:22][CH3:23])=[CH:16][CH:17]=[CH:18][C:19]=2[OH:20])=[CH:10][C:9]2[C:4](=[CH:5][CH:6]=[CH:7][CH:8]=2)[N:3]=1. (6) The product is: [BrH:15].[CH3:11][O:12][CH2:13][CH2:14][N:1]1[C:5]2[CH2:6][CH2:7][O:8][CH2:9][C:4]=2[S:3][C:2]1=[NH:10]. Given the reactants [N:1]1[C:5]2[CH2:6][CH2:7][O:8][CH2:9][C:4]=2[S:3][C:2]=1[NH2:10].[CH3:11][O:12][CH2:13][CH2:14][Br:15], predict the reaction product. (7) Given the reactants [CH3:1][C:2]([O:5][C:6]([N:8]1[C@@H:15]([C:16]2[CH:21]=[CH:20][C:19]([O:22][CH2:23][C:24]3[CH:29]=[CH:28][CH:27]=[CH:26][CH:25]=3)=[CH:18][CH:17]=2)[CH2:14][CH2:13][C@@:9]1([CH3:30])[C:10](O)=[O:11])=[O:7])([CH3:4])[CH3:3].C([N:34](C(C)C)CC)(C)C.CN(C(ON1N=NC2C=CC=CC1=2)=[N+](C)C)C.[B-](F)(F)(F)F.C[Si](N[Si](C)(C)C)(C)C.C([O-])(O)=O.[Na+], predict the reaction product. The product is: [NH2:34][C:10]([C@:9]1([CH3:30])[CH2:13][CH2:14][C@H:15]([C:16]2[CH:21]=[CH:20][C:19]([O:22][CH2:23][C:24]3[CH:29]=[CH:28][CH:27]=[CH:26][CH:25]=3)=[CH:18][CH:17]=2)[N:8]1[C:6]([O:5][C:2]([CH3:4])([CH3:3])[CH3:1])=[O:7])=[O:11]. (8) Given the reactants [CH3:1][C:2]1[N:3]([C:8]2[CH:13]=[CH:12][CH:11]=[C:10]([CH3:14])[N:9]=2)[C:4]([CH3:7])=[CH:5][CH:6]=1.[Li+].[CH3:16][CH:17]([N-]C(C)C)C.C(I)C, predict the reaction product. The product is: [CH3:7][C:4]1[N:3]([C:8]2[CH:13]=[CH:12][CH:11]=[C:10]([CH2:14][CH2:16][CH3:17])[N:9]=2)[C:2]([CH3:1])=[CH:6][CH:5]=1.